This data is from NCI-60 drug combinations with 297,098 pairs across 59 cell lines. The task is: Regression. Given two drug SMILES strings and cell line genomic features, predict the synergy score measuring deviation from expected non-interaction effect. Drug 1: CC1C(C(CC(O1)OC2CC(CC3=C2C(=C4C(=C3O)C(=O)C5=C(C4=O)C(=CC=C5)OC)O)(C(=O)C)O)N)O.Cl. Drug 2: C1=CN(C=N1)CC(O)(P(=O)(O)O)P(=O)(O)O. Cell line: T-47D. Synergy scores: CSS=1.19, Synergy_ZIP=-4.43, Synergy_Bliss=-9.49, Synergy_Loewe=-22.4, Synergy_HSA=-9.23.